The task is: Predict the product of the given reaction.. This data is from Forward reaction prediction with 1.9M reactions from USPTO patents (1976-2016). (1) Given the reactants C[O:2][C:3]1[C:8]([C:9]2[N:10]=[N:11][N:12]([CH3:14])[N:13]=2)=[C:7]([O:15]C)[N:6]=[CH:5][N:4]=1.Cl, predict the reaction product. The product is: [CH3:14][N:12]1[N:11]=[N:10][C:9]([C:8]2[C:3]([OH:2])=[N:4][CH:5]=[N:6][C:7]=2[OH:15])=[N:13]1. (2) Given the reactants [Cl:1][C:2]1[N:7]=[CH:6][C:5]([CH2:8][N:9]2[C:13]([CH3:14])=[CH:12][C:11]([C:15]([OH:17])=O)=[CH:10]2)=[CH:4][CH:3]=1.[CH:18]([N:21]([CH2:25][C:26]1[CH:31]=[CH:30][C:29]([C:32](=[N:34]O)[NH2:33])=[CH:28][CH:27]=1)[CH:22]([CH3:24])[CH3:23])([CH3:20])[CH3:19], predict the reaction product. The product is: [Cl:1][C:2]1[N:7]=[CH:6][C:5]([CH2:8][N:9]2[C:13]([CH3:14])=[CH:12][C:11]([C:15]3[O:17][N:34]=[C:32]([C:29]4[CH:30]=[CH:31][C:26]([CH2:25][N:21]([CH:22]([CH3:24])[CH3:23])[CH:18]([CH3:20])[CH3:19])=[CH:27][CH:28]=4)[N:33]=3)=[CH:10]2)=[CH:4][CH:3]=1.